This data is from Catalyst prediction with 721,799 reactions and 888 catalyst types from USPTO. The task is: Predict which catalyst facilitates the given reaction. (1) Reactant: [C:1]([CH2:4][NH:5][CH2:6][C:7]([OH:9])=[O:8])([OH:3])=[O:2].[CH2:10]([O:17][C:18](Cl)=[O:19])[C:11]1[CH:16]=[CH:15][CH:14]=[CH:13][CH:12]=1. Product: [CH2:10]([O:17][C:18]([N:5]([CH2:6][C:7]([OH:9])=[O:8])[CH2:4][C:1]([OH:3])=[O:2])=[O:19])[C:11]1[CH:16]=[CH:15][CH:14]=[CH:13][CH:12]=1. The catalyst class is: 74. (2) Reactant: [NH2:1][C:2]1[NH:3][C:4](=[O:12])[C:5]2[CH:10]=[CH:9][N:8]([CH3:11])[C:6]=2[N:7]=1.[C:13](Cl)(=[O:18])[C:14]([CH3:17])([CH3:16])[CH3:15]. Product: [CH3:15][C:14]([CH3:17])([CH3:16])[C:13]([NH:1][C:2]1[NH:3][C:4](=[O:12])[C:5]2[CH:10]=[CH:9][N:8]([CH3:11])[C:6]=2[N:7]=1)=[O:18]. The catalyst class is: 228. (3) Reactant: [C:1]1([C:7]#[C:8][CH2:9][OH:10])[CH:6]=[CH:5][CH:4]=[CH:3][CH:2]=1.[Cl:11][C:12]1[CH:17]=[CH:16][C:15]([SH:18])=[CH:14][CH:13]=1.C1(CC(SC2C=CC=CC=2)C(=O)C)C=CC=CC=1. Product: [Cl:11][C:12]1[CH:17]=[CH:16][C:15]([S:18][CH:8]([CH2:7][C:1]2[CH:6]=[CH:5][CH:4]=[CH:3][CH:2]=2)[CH:9]=[O:10])=[CH:14][CH:13]=1. The catalyst class is: 26.